Regression. Given a peptide amino acid sequence and an MHC pseudo amino acid sequence, predict their binding affinity value. This is MHC class II binding data. From a dataset of Peptide-MHC class II binding affinity with 134,281 pairs from IEDB. (1) The MHC is DRB1_0401 with pseudo-sequence DRB1_0401. The peptide sequence is KILEPFRKYTAFTIP. The binding affinity (normalized) is 0. (2) The peptide sequence is RETYLMCLSPLMANL. The MHC is DRB1_0301 with pseudo-sequence DRB1_0301. The binding affinity (normalized) is 0.205. (3) The peptide sequence is YAKMRSAHTNDVKQL. The MHC is HLA-DQA10501-DQB10301 with pseudo-sequence HLA-DQA10501-DQB10301. The binding affinity (normalized) is 0.433. (4) The peptide sequence is GDSYIIVGRGDSRLT. The MHC is HLA-DQA10501-DQB10402 with pseudo-sequence HLA-DQA10501-DQB10402. The binding affinity (normalized) is 0.300. (5) The binding affinity (normalized) is 0. The peptide sequence is TWYGKPTGAGPKDNG. The MHC is DRB3_0101 with pseudo-sequence DRB3_0101. (6) The peptide sequence is IEDVQTDIPSEPWNT. The MHC is DRB1_1301 with pseudo-sequence DRB1_1301. The binding affinity (normalized) is 0.622.